From a dataset of Catalyst prediction with 721,799 reactions and 888 catalyst types from USPTO. Predict which catalyst facilitates the given reaction. (1) Reactant: [Cl:1][C:2]1[CH:3]=[C:4]([CH:10]([CH3:14])[C:11]([OH:13])=O)[CH:5]=[CH:6][C:7]=1[C:8]#[N:9].[N:15]1([C:20]2[C:25]([CH2:26][NH2:27])=[CH:24][CH:23]=[C:22]([C:28]([F:31])([F:30])[F:29])[N:21]=2)[CH2:19][CH2:18][CH2:17][CH2:16]1.CN(C)CCCN=C=NCC.ON1C2C=CC=CC=2N=N1.C(N(CC)CC)C. Product: [Cl:1][C:2]1[CH:3]=[C:4]([CH:10]([CH3:14])[C:11]([NH:27][CH2:26][C:25]2[C:20]([N:15]3[CH2:19][CH2:18][CH2:17][CH2:16]3)=[N:21][C:22]([C:28]([F:31])([F:29])[F:30])=[CH:23][CH:24]=2)=[O:13])[CH:5]=[CH:6][C:7]=1[C:8]#[N:9]. The catalyst class is: 115. (2) Reactant: Cl.C(N=C=NCCCN(C)C)C.[CH3:13][NH:14][CH2:15][CH2:16][CH:17]=[C:18]1[C:28]2[CH:29]=[CH:30][CH:31]=[CH:32][C:27]=2[CH2:26][CH2:25][C:24]2[CH:23]=[CH:22][CH:21]=[CH:20][C:19]1=2.Cl.C(N(CC)CC)C.[C:41]([O:45][C:46]([NH:48][CH2:49][C:50]([OH:52])=O)=[O:47])([CH3:44])([CH3:43])[CH3:42].C(=O)([O-])O.[Na+]. The catalyst class is: 4. Product: [CH:23]1[C:24]2[CH2:25][CH2:26][C:27]3[CH:32]=[CH:31][CH:30]=[CH:29][C:28]=3[C:18](=[CH:17][CH2:16][CH2:15][N:14]([CH3:13])[C:50](=[O:52])[CH2:49][NH:48][C:46](=[O:47])[O:45][C:41]([CH3:42])([CH3:43])[CH3:44])[C:19]=2[CH:20]=[CH:21][CH:22]=1.